This data is from NCI-60 drug combinations with 297,098 pairs across 59 cell lines. The task is: Regression. Given two drug SMILES strings and cell line genomic features, predict the synergy score measuring deviation from expected non-interaction effect. (1) Drug 1: C1CN1C2=NC(=NC(=N2)N3CC3)N4CC4. Drug 2: CC1C(C(CC(O1)OC2CC(OC(C2O)C)OC3=CC4=CC5=C(C(=O)C(C(C5)C(C(=O)C(C(C)O)O)OC)OC6CC(C(C(O6)C)O)OC7CC(C(C(O7)C)O)OC8CC(C(C(O8)C)O)(C)O)C(=C4C(=C3C)O)O)O)O. Cell line: U251. Synergy scores: CSS=67.4, Synergy_ZIP=-1.25, Synergy_Bliss=-2.84, Synergy_Loewe=0.650, Synergy_HSA=1.44. (2) Drug 1: C1=NC2=C(N=C(N=C2N1C3C(C(C(O3)CO)O)O)F)N. Drug 2: C(CC(=O)O)C(=O)CN.Cl. Cell line: SR. Synergy scores: CSS=2.83, Synergy_ZIP=3.74, Synergy_Bliss=-1.57, Synergy_Loewe=-0.881, Synergy_HSA=-2.46. (3) Drug 1: CC12CCC(CC1=CCC3C2CCC4(C3CC=C4C5=CN=CC=C5)C)O. Drug 2: C1CC(=O)NC(=O)C1N2C(=O)C3=CC=CC=C3C2=O. Cell line: ACHN. Synergy scores: CSS=6.51, Synergy_ZIP=2.14, Synergy_Bliss=6.48, Synergy_Loewe=5.76, Synergy_HSA=4.57. (4) Drug 1: CC1=C(C(=O)C2=C(C1=O)N3CC4C(C3(C2COC(=O)N)OC)N4)N. Drug 2: CC12CCC3C(C1CCC2OP(=O)(O)O)CCC4=C3C=CC(=C4)OC(=O)N(CCCl)CCCl.[Na+]. Cell line: CCRF-CEM. Synergy scores: CSS=67.5, Synergy_ZIP=-2.75, Synergy_Bliss=-1.41, Synergy_Loewe=-40.7, Synergy_HSA=-0.162. (5) Drug 1: CC1=C2C(C(=O)C3(C(CC4C(C3C(C(C2(C)C)(CC1OC(=O)C(C(C5=CC=CC=C5)NC(=O)OC(C)(C)C)O)O)OC(=O)C6=CC=CC=C6)(CO4)OC(=O)C)OC)C)OC. Drug 2: C1C(C(OC1N2C=NC3=C(N=C(N=C32)Cl)N)CO)O. Cell line: OVCAR-8. Synergy scores: CSS=56.0, Synergy_ZIP=-2.98, Synergy_Bliss=-6.26, Synergy_Loewe=-4.95, Synergy_HSA=-1.47. (6) Drug 1: CC1C(C(CC(O1)OC2CC(OC(C2O)C)OC3=CC4=CC5=C(C(=O)C(C(C5)C(C(=O)C(C(C)O)O)OC)OC6CC(C(C(O6)C)O)OC7CC(C(C(O7)C)O)OC8CC(C(C(O8)C)O)(C)O)C(=C4C(=C3C)O)O)O)O. Drug 2: CN(CC1=CN=C2C(=N1)C(=NC(=N2)N)N)C3=CC=C(C=C3)C(=O)NC(CCC(=O)O)C(=O)O. Cell line: MDA-MB-231. Synergy scores: CSS=61.8, Synergy_ZIP=-3.02, Synergy_Bliss=-5.06, Synergy_Loewe=-2.23, Synergy_HSA=-1.26. (7) Drug 1: CNC(=O)C1=CC=CC=C1SC2=CC3=C(C=C2)C(=NN3)C=CC4=CC=CC=N4. Drug 2: CCN(CC)CCCC(C)NC1=C2C=C(C=CC2=NC3=C1C=CC(=C3)Cl)OC. Cell line: HT29. Synergy scores: CSS=58.8, Synergy_ZIP=6.57, Synergy_Bliss=2.76, Synergy_Loewe=-3.78, Synergy_HSA=1.82. (8) Drug 1: CCC(=C(C1=CC=CC=C1)C2=CC=C(C=C2)OCCN(C)C)C3=CC=CC=C3.C(C(=O)O)C(CC(=O)O)(C(=O)O)O. Drug 2: CC12CCC3C(C1CCC2OP(=O)(O)O)CCC4=C3C=CC(=C4)OC(=O)N(CCCl)CCCl.[Na+]. Cell line: MOLT-4. Synergy scores: CSS=10.2, Synergy_ZIP=-6.64, Synergy_Bliss=-9.23, Synergy_Loewe=-1.99, Synergy_HSA=-2.95. (9) Drug 1: C1=CC(=C2C(=C1NCCNCCO)C(=O)C3=C(C=CC(=C3C2=O)O)O)NCCNCCO. Drug 2: CNC(=O)C1=NC=CC(=C1)OC2=CC=C(C=C2)NC(=O)NC3=CC(=C(C=C3)Cl)C(F)(F)F. Cell line: RXF 393. Synergy scores: CSS=33.0, Synergy_ZIP=-6.61, Synergy_Bliss=-1.98, Synergy_Loewe=-0.250, Synergy_HSA=1.35. (10) Drug 1: CC(CN1CC(=O)NC(=O)C1)N2CC(=O)NC(=O)C2. Drug 2: C1C(C(OC1N2C=NC3=C2NC=NCC3O)CO)O. Cell line: NCI-H522. Synergy scores: CSS=17.0, Synergy_ZIP=-3.63, Synergy_Bliss=-0.738, Synergy_Loewe=-0.522, Synergy_HSA=0.903.